Dataset: Peptide-MHC class I binding affinity with 185,985 pairs from IEDB/IMGT. Task: Regression. Given a peptide amino acid sequence and an MHC pseudo amino acid sequence, predict their binding affinity value. This is MHC class I binding data. The peptide sequence is KSAQCFKMFY. The MHC is HLA-A30:02 with pseudo-sequence HLA-A30:02. The binding affinity (normalized) is 0.0791.